This data is from Catalyst prediction with 721,799 reactions and 888 catalyst types from USPTO. The task is: Predict which catalyst facilitates the given reaction. Reactant: [Cl-].[CH3:2][O:3][CH2:4][P+](C1C=CC=CC=1)(C1C=CC=CC=1)C1C=CC=CC=1.[Li]CCCC.[Br:29][C:30]1[C:31]([O:38][CH3:39])=[C:32]([CH:35]=[CH:36][CH:37]=1)[CH:33]=O. Product: [Br:29][C:30]1[CH:37]=[CH:36][CH:35]=[C:32](/[CH:33]=[CH:2]/[O:3][CH3:4])[C:31]=1[O:38][CH3:39]. The catalyst class is: 1.